Dataset: Peptide-MHC class I binding affinity with 185,985 pairs from IEDB/IMGT. Task: Regression. Given a peptide amino acid sequence and an MHC pseudo amino acid sequence, predict their binding affinity value. This is MHC class I binding data. (1) The peptide sequence is ASLGPLRETY. The MHC is HLA-A29:02 with pseudo-sequence HLA-A29:02. The binding affinity (normalized) is 0.416. (2) The peptide sequence is DFPIFNQRY. The MHC is HLA-B44:02 with pseudo-sequence HLA-B44:02. The binding affinity (normalized) is 0.0847. (3) The peptide sequence is YLDNVGVHI. The MHC is HLA-B27:05 with pseudo-sequence HLA-B27:05. The binding affinity (normalized) is 0.213. (4) The peptide sequence is GLLVPLAPPI. The MHC is H-2-Db with pseudo-sequence H-2-Db. The binding affinity (normalized) is 0.115.